This data is from Catalyst prediction with 721,799 reactions and 888 catalyst types from USPTO. The task is: Predict which catalyst facilitates the given reaction. (1) Product: [Cl:36][C:6]1[CH:5]=[N+:4]([O-:37])[CH:3]=[C:2]([Cl:1])[C:7]=1[CH2:8][C@@H:9]([C:21]1[CH:26]=[CH:25][C:24]([O:27][CH:28]([F:29])[F:30])=[C:23]([O:31][CH2:32][CH:33]2[CH2:35][CH2:34]2)[CH:22]=1)[O:10][C:11](=[O:20])[C:12]1[CH:13]=[CH:14][C:15]([CH2:18][N:38]2[CH2:43][CH2:42][CH:41]([OH:44])[CH2:40][CH2:39]2)=[CH:16][CH:17]=1. Reactant: [Cl:1][C:2]1[CH:3]=[N+:4]([O-:37])[CH:5]=[C:6]([Cl:36])[C:7]=1[CH2:8][C@@H:9]([C:21]1[CH:26]=[CH:25][C:24]([O:27][CH:28]([F:30])[F:29])=[C:23]([O:31][CH2:32][CH:33]2[CH2:35][CH2:34]2)[CH:22]=1)[O:10][C:11](=[O:20])[C:12]1[CH:17]=[CH:16][C:15]([CH:18]=O)=[CH:14][CH:13]=1.[NH:38]1[CH2:43][CH2:42][CH:41]([OH:44])[CH2:40][CH2:39]1.[BH3-]C#N.[Na+].CC(O)=O. The catalyst class is: 1. (2) Reactant: Cl[C:2]1([NH2:20])[N:19]=[CH:18][N:17]=[C:16]2[C:3]1=[N:4][CH2:5][N:6]2[C@@H:7]1[O:15][C@H:12]([CH2:13][OH:14])[C@@H:10]([OH:11])[C@H:8]1[OH:9].[CH:21]1(N)[CH2:26][CH2:25][CH2:24][CH2:23][CH2:22]1. Product: [CH:21]1([NH:20][C:2]2[C:3]3[N:4]=[CH:5][N:6]([C:16]=3[N:17]=[CH:18][N:19]=2)[C@@H:7]2[O:15][C@H:12]([CH2:13][OH:14])[C@@H:10]([OH:11])[C@H:8]2[OH:9])[CH2:26][CH2:25][CH2:24][CH2:23][CH2:22]1. The catalyst class is: 8.